Task: Binary Classification. Given a miRNA mature sequence and a target amino acid sequence, predict their likelihood of interaction.. Dataset: Experimentally validated miRNA-target interactions with 360,000+ pairs, plus equal number of negative samples (1) The miRNA is hsa-let-7b-5p with sequence UGAGGUAGUAGGUUGUGUGGUU. The protein sequence of the target gene is MKKRKELNALIGLAGDSRRKKPKKGPSSHRLLRTEPPDSDSESSSEEEEEFGVVGNRSRFAKGDYLRCCKICYPLCGFVILAACVVACVGLVWMQVALKEDLDALKEKFRTMESNQKSSFQEIPKLNEELLSKQKQLEKIESGEMGLNKVWINITEMNKQISLLTSAVNHLKANVKSAADLISLPTTVEGLQKSVASIGNTLNSVHLAVEALQKTVDEHKKTMELLQSDMNQHFLKETPGSNQIIPSPSATSELDNKTHSENLKQDILYLHNSLEEVNSALVGYQRQNDLKLEGMNETVS.... Result: 1 (interaction). (2) The protein sequence of the target gene is MCEVMPTINEGDRLGPPHGADADANFEQLMVNMLDEREKLLESLRESQETLAATQSRLQDAIHERDQLQRHLNSALPQEFATLTRELSMCREQLLEREEEISELKAERNNTRLLLEHLECLVSRHERSLRMTVVKRQAQSPSGVSSEVEVLKALKSLFEHHKALDEKVRERLRAALERVTTLEEQLAGAHQQVSALQQGAGVRDGAAEEEGTVELGPKRLWKEDTGRVEELQELLEKQNFELSQARERLVTLTTTVTELEEDLGTARRDLIKSEELSSKHQRDLREALAQKEDMEERITT.... The miRNA is rno-miR-7b with sequence UGGAAGACUUGUGAUUUUGUUGU. Result: 0 (no interaction). (3) The miRNA is hsa-miR-92a-3p with sequence UAUUGCACUUGUCCCGGCCUGU. The protein sequence of the target gene is MDKVGKMWNNFKYRCQNLFGHEGGSRSENVDMNSNRCLSVKEKNISIGDSTPQQQSSPLRENIALQLGLSPSKNSSRRNQNCATEIPQIVEISIEKDNDSCVTPGTRLARRDSYSRHAPWGGKKKHSCSTKTQSSLDADKKFGRTRSGLQRRERRYGVSSVHDMDSVSSRTVGSRSLRQRLQDTVGLCFPMRTYSKQSKPLFSNKRKIHLSELMLEKCPFPAGSDLAQKWHLIKQHTAPVSPHSTFFDTFDPSLVSTEDEEDRLRERRRLSIEEGVDPPPNAQIHTFEATAQVNPLYKLG.... Result: 1 (interaction).